From a dataset of Full USPTO retrosynthesis dataset with 1.9M reactions from patents (1976-2016). Predict the reactants needed to synthesize the given product. (1) Given the product [Cl:10][C:11]1[CH:34]=[CH:33][C:14]([CH2:15][NH:16][C:17]([C:19]2[C:20](=[O:32])[C:21]3[CH:29]=[C:28]([CH2:30][N:36]([CH2:37][C@@H:38]([OH:39])[C:40]4[CH:45]=[CH:44][CH:43]=[CH:42][CH:41]=4)[CH3:35])[S:27][C:22]=3[N:23]([CH2:25][CH3:26])[CH:24]=2)=[O:18])=[CH:13][CH:12]=1, predict the reactants needed to synthesize it. The reactants are: C(N(CC)C(C)C)(C)C.[Cl:10][C:11]1[CH:34]=[CH:33][C:14]([CH2:15][NH:16][C:17]([C:19]2[C:20](=[O:32])[C:21]3[CH:29]=[C:28]([CH2:30]Cl)[S:27][C:22]=3[N:23]([CH2:25][CH3:26])[CH:24]=2)=[O:18])=[CH:13][CH:12]=1.[CH3:35][NH:36][CH2:37][C@H:38]([C:40]1[CH:45]=[CH:44][CH:43]=[CH:42][CH:41]=1)[OH:39]. (2) Given the product [CH3:25][N:23]([CH3:24])[C:22]([C:12]1[N:11]([C:27]2[CH:28]=[CH:29][C:30]([OH:33])=[CH:31][CH:32]=2)[C:10]([C:34]([O:36][CH2:37][CH3:38])=[O:35])=[C:9]([OH:8])[C:13]=1[OH:14])=[O:26], predict the reactants needed to synthesize it. The reactants are: C([O:8][C:9]1[C:13]([O:14]CC2C=CC=CC=2)=[C:12]([C:22](=[O:26])[N:23]([CH3:25])[CH3:24])[N:11]([C:27]2[CH:32]=[CH:31][C:30]([OH:33])=[CH:29][CH:28]=2)[C:10]=1[C:34]([O:36][CH2:37][CH3:38])=[O:35])C1C=CC=CC=1. (3) Given the product [CH3:34][C:14]1[CH:13]=[CH:12][C:11]([C:6]2[N:7]=[CH:8][N:9]([CH3:10])[C:5]=2[CH2:3][NH:2][CH3:1])=[CH:16][C:15]=1[NH:17][C:18](=[O:33])[C:19]1[CH:20]=[CH:21][C:22]([O:25][CH2:26][C:27]2[CH:32]=[CH:31][CH:30]=[CH:29][N:28]=2)=[CH:23][CH:24]=1, predict the reactants needed to synthesize it. The reactants are: [CH3:1][NH2:2].[CH:3]([C:5]1[N:9]([CH3:10])[CH:8]=[N:7][C:6]=1[C:11]1[CH:12]=[CH:13][C:14]([CH3:34])=[C:15]([NH:17][C:18](=[O:33])[C:19]2[CH:24]=[CH:23][C:22]([O:25][CH2:26][C:27]3[CH:32]=[CH:31][CH:30]=[CH:29][N:28]=3)=[CH:21][CH:20]=2)[CH:16]=1)=O.C(O)(=O)C.C(O[BH-](OC(=O)C)OC(=O)C)(=O)C.[Na+]. (4) Given the product [CH3:21][N:19]([CH3:20])[CH2:18][CH2:17][N:12]1[C:11](=[O:22])[C:10]2[CH:23]=[CH:24][CH:25]=[C:8]3[C:9]=2[C:14](=[C:15]2[C:2]([NH:1][C:27](=[O:28])[O:29][CH2:30][CH3:31])=[CH:3][CH:4]=[CH:5][C:6]2=[CH:7]3)[C:13]1=[O:16], predict the reactants needed to synthesize it. The reactants are: [NH2:1][C:2]1[C:15]2[C:6](=[CH:7][C:8]3[C:9]4[C:14]=2[C:13](=[O:16])[N:12]([CH2:17][CH2:18][N:19]([CH3:21])[CH3:20])[C:11](=[O:22])[C:10]=4[CH:23]=[CH:24][CH:25]=3)[CH:5]=[CH:4][CH:3]=1.Cl[C:27]([O:29][CH2:30][CH3:31])=[O:28].C(N(CC)CC)C.C(Cl)Cl.CO.